From a dataset of Catalyst prediction with 721,799 reactions and 888 catalyst types from USPTO. Predict which catalyst facilitates the given reaction. (1) Reactant: [CH3:1][N:2]([CH3:22])[C:3]([C:5]1[C:9]2[CH:10]=[C:11]([N:14]3[CH2:19][C@H:18]([CH3:20])[NH:17][C@H:16]([CH3:21])[CH2:15]3)[CH:12]=[CH:13][C:8]=2[O:7][CH:6]=1)=[O:4].C=O.[BH3-][C:26]#N.[Na+]. Product: [CH3:1][N:2]([CH3:22])[C:3]([C:5]1[C:9]2[CH:10]=[C:11]([N:14]3[CH2:19][C@H:18]([CH3:20])[N:17]([CH3:26])[C@H:16]([CH3:21])[CH2:15]3)[CH:12]=[CH:13][C:8]=2[O:7][CH:6]=1)=[O:4]. The catalyst class is: 5. (2) Reactant: [CH3:1][C:2]1([CH3:17])[CH2:7][CH2:6][C:5]([C:8]2[CH:13]=[CH:12][C:11]([O:14][CH3:15])=[CH:10][C:9]=2[NH2:16])=[CH:4][CH2:3]1.Cl.Cl[CH2:20][CH2:21][NH:22][CH2:23][CH2:24]Cl. Product: [CH3:1][C:2]1([CH3:17])[CH2:7][CH2:6][C:5]([C:8]2[CH:13]=[CH:12][C:11]([O:14][CH3:15])=[CH:10][C:9]=2[N:16]2[CH2:24][CH2:23][NH:22][CH2:21][CH2:20]2)=[CH:4][CH2:3]1. The catalyst class is: 262. (3) Reactant: [Li+].[OH-].[CH2:3]([O:23][CH:24]([CH2:38][CH3:39])[C:25]([NH:27][C@@H:28]([CH2:34][CH:35]([CH3:37])[CH3:36])[C:29]([O:31]CC)=[O:30])=[O:26])[CH2:4][CH2:5][CH2:6]/[CH:7]=[CH:8]\[CH2:9]/[CH:10]=[CH:11]\[CH2:12]/[CH:13]=[CH:14]\[CH2:15]/[CH:16]=[CH:17]\[CH2:18]/[CH:19]=[CH:20]\[CH2:21][CH3:22].Cl. Product: [CH2:3]([O:23][CH:24]([CH2:38][CH3:39])[C:25]([NH:27][C@@H:28]([CH2:34][CH:35]([CH3:37])[CH3:36])[C:29]([OH:31])=[O:30])=[O:26])[CH2:4][CH2:5][CH2:6]/[CH:7]=[CH:8]\[CH2:9]/[CH:10]=[CH:11]\[CH2:12]/[CH:13]=[CH:14]\[CH2:15]/[CH:16]=[CH:17]\[CH2:18]/[CH:19]=[CH:20]\[CH2:21][CH3:22]. The catalyst class is: 14. (4) Product: [C:9]([O:18][CH2:13][CH2:14][CH:15]([CH3:17])[CH3:16])(=[O:10])[CH2:7][CH2:5][C:3]([CH3:2])=[O:4]. Reactant: O[CH2:2][C:3]([C@H:5]([C@@H:7]([C@@H:9](CO)[OH:10])O)O)=[O:4].[CH2:13]([OH:18])[CH2:14][CH:15]([CH3:17])[CH3:16]. The catalyst class is: 82. (5) Reactant: [H-].[Na+].[C:3]1([CH:9]2[CH2:13][CH2:12][CH2:11][C:10]2=[O:14])[CH:8]=[CH:7][CH:6]=[CH:5][CH:4]=1.N[C@H:16](C(O)=O)CCSC. Product: [CH3:16][C:9]1([C:3]2[CH:8]=[CH:7][CH:6]=[CH:5][CH:4]=2)[CH2:13][CH2:12][CH2:11][C:10]1=[O:14]. The catalyst class is: 57. (6) The catalyst class is: 6. Product: [CH3:1][O:2][C:3](=[O:25])[CH:4]([CH3:5])[CH2:9][C@H:10]1[CH2:14][C:13](=[O:15])[N:12]([C@H:16]([C:18]2[CH:19]=[CH:20][CH:21]=[CH:22][CH:23]=2)[CH3:17])[CH2:11]1. Reactant: [CH3:1][O:2][C:3](=[O:25])[C:4](C)([CH2:9][C@H:10]1[CH2:14][C:13](=[O:15])[N:12]([C@H:16]([C:18]2[CH:23]=[CH:22][CH:21]=[CH:20][CH:19]=2)[CH3:17])[CH2:11]1)[C:5](OC)=O.[Na+].[Cl-].CS(C)=O. (7) Reactant: C([O-])=O.[NH4+].[OH:5][CH:6]([CH2:21][N:22]1[CH2:27][CH2:26][CH2:25][CH2:24][CH2:23]1)[CH2:7][NH:8][S:9]([C:12]1[CH:17]=[CH:16][C:15]([N+:18]([O-])=O)=[CH:14][CH:13]=1)(=[O:11])=[O:10]. Product: [OH:5][CH:6]([CH2:21][N:22]1[CH2:27][CH2:26][CH2:25][CH2:24][CH2:23]1)[CH2:7][NH:8][S:9]([C:12]1[CH:13]=[CH:14][C:15]([NH2:18])=[CH:16][CH:17]=1)(=[O:10])=[O:11]. The catalyst class is: 63. (8) Reactant: [CH:1]12[C:9](=[O:10])[CH:5]([CH2:6][CH2:7][CH2:8]1)[CH2:4][CH2:3][CH2:2]2.[NH:11](S(O)(=O)=O)O. Product: [CH:1]12[NH:11][C:9](=[O:10])[CH:5]([CH2:6][CH2:7][CH2:8]1)[CH2:4][CH2:3][CH2:2]2. The catalyst class is: 106.